Regression. Given two drug SMILES strings and cell line genomic features, predict the synergy score measuring deviation from expected non-interaction effect. From a dataset of NCI-60 drug combinations with 297,098 pairs across 59 cell lines. (1) Drug 1: CC1=C(C(=CC=C1)Cl)NC(=O)C2=CN=C(S2)NC3=CC(=NC(=N3)C)N4CCN(CC4)CCO. Drug 2: C1=CN(C=N1)CC(O)(P(=O)(O)O)P(=O)(O)O. Cell line: MOLT-4. Synergy scores: CSS=4.71, Synergy_ZIP=-2.67, Synergy_Bliss=-4.56, Synergy_Loewe=-24.2, Synergy_HSA=-9.35. (2) Drug 1: CC1=C(N=C(N=C1N)C(CC(=O)N)NCC(C(=O)N)N)C(=O)NC(C(C2=CN=CN2)OC3C(C(C(C(O3)CO)O)O)OC4C(C(C(C(O4)CO)O)OC(=O)N)O)C(=O)NC(C)C(C(C)C(=O)NC(C(C)O)C(=O)NCCC5=NC(=CS5)C6=NC(=CS6)C(=O)NCCC[S+](C)C)O. Drug 2: CCN(CC)CCCC(C)NC1=C2C=C(C=CC2=NC3=C1C=CC(=C3)Cl)OC. Cell line: SF-539. Synergy scores: CSS=53.5, Synergy_ZIP=-4.43, Synergy_Bliss=1.01, Synergy_Loewe=-15.1, Synergy_HSA=5.24. (3) Drug 1: C1=C(C(=O)NC(=O)N1)F. Drug 2: CC1C(C(CC(O1)OC2CC(OC(C2O)C)OC3=CC4=CC5=C(C(=O)C(C(C5)C(C(=O)C(C(C)O)O)OC)OC6CC(C(C(O6)C)O)OC7CC(C(C(O7)C)O)OC8CC(C(C(O8)C)O)(C)O)C(=C4C(=C3C)O)O)O)O. Cell line: KM12. Synergy scores: CSS=16.4, Synergy_ZIP=-25.3, Synergy_Bliss=-33.0, Synergy_Loewe=-30.0, Synergy_HSA=-29.8. (4) Drug 1: C1=CC(=CC=C1CCC2=CNC3=C2C(=O)NC(=N3)N)C(=O)NC(CCC(=O)O)C(=O)O. Drug 2: C1=CC(=CC=C1CCCC(=O)O)N(CCCl)CCCl. Cell line: OVCAR-4. Synergy scores: CSS=16.0, Synergy_ZIP=-11.1, Synergy_Bliss=-18.8, Synergy_Loewe=-37.3, Synergy_HSA=-19.1.